Dataset: Peptide-MHC class I binding affinity with 185,985 pairs from IEDB/IMGT. Task: Regression. Given a peptide amino acid sequence and an MHC pseudo amino acid sequence, predict their binding affinity value. This is MHC class I binding data. (1) The peptide sequence is STCFKLMLK. The MHC is Patr-A0101 with pseudo-sequence Patr-A0101. The binding affinity (normalized) is 0.527. (2) The peptide sequence is MQGAVDINR. The MHC is HLA-A03:01 with pseudo-sequence HLA-A03:01. The binding affinity (normalized) is 0.0712.